Task: Predict the product of the given reaction.. Dataset: Forward reaction prediction with 1.9M reactions from USPTO patents (1976-2016) (1) Given the reactants Cl.[Cl:2][C:3]1[CH:4]=[C:5]([C:9]2([F:18])[CH2:12][C:11]3([CH2:17][CH2:16][NH:15][CH2:14][CH2:13]3)[CH2:10]2)[CH:6]=[CH:7][CH:8]=1.C1([O:25][C:26](=O)[NH:27][C:28]2[O:32][N:31]=[C:30]([CH3:33])[C:29]=2[CH3:34])C=CC=CC=1, predict the reaction product. The product is: [Cl:2][C:3]1[CH:4]=[C:5]([C:9]2([F:18])[CH2:12][C:11]3([CH2:17][CH2:16][N:15]([C:26]([NH:27][C:28]4[O:32][N:31]=[C:30]([CH3:33])[C:29]=4[CH3:34])=[O:25])[CH2:14][CH2:13]3)[CH2:10]2)[CH:6]=[CH:7][CH:8]=1. (2) Given the reactants F[C:2]1[C:10]([F:11])=[C:9]([CH3:12])[CH:8]=[CH:7][C:3]=1[C:4]([OH:6])=[O:5].[OH-].[Na+].CS(C)=[O:17].Cl, predict the reaction product. The product is: [F:11][C:10]1[C:2]([OH:17])=[C:3]([CH:7]=[CH:8][C:9]=1[CH3:12])[C:4]([OH:6])=[O:5]. (3) Given the reactants Br[C:2]1[CH:3]=[C:4]2[C:9](=[CH:10][CH:11]=1)[CH2:8][C:7](=[O:12])[CH2:6][CH2:5]2.C[OH:14].CC1(C)C2[C:37](=C(P(C3C=CC=CC=3)C3C=CC=CC=3)C=CC=2)[O:36][C:18]2C(P(C3C=CC=CC=3)C3C=CC=CC=3)=CC=CC1=2, predict the reaction product. The product is: [O:12]=[C:7]1[CH2:6][CH2:5][C:4]2[CH:3]=[C:2]([C:18]([O:36][CH3:37])=[O:14])[CH:11]=[CH:10][C:9]=2[CH2:8]1. (4) Given the reactants [C:1]([C:3]1[N:8]=[C:7]([CH2:9][CH2:10][C:11]([O:13][C:14]([CH3:17])([CH3:16])[CH3:15])=[O:12])[CH:6]=[C:5]([S:18][CH3:19])[CH:4]=1)#[N:2].[C:20](OC)(=[O:28])[C:21]1[C:22](=[CH:24][CH:25]=[CH:26][CH:27]=1)[SH:23].C(N(CC)CC)C, predict the reaction product. The product is: [CH3:19][S:18][C:5]1[CH:4]=[C:3]([C:1]2[S:23][C:22]3[CH:24]=[CH:25][CH:26]=[CH:27][C:21]=3[C:20](=[O:28])[N:2]=2)[N:8]=[C:7]([CH2:9][CH2:10][C:11]([O:13][C:14]([CH3:16])([CH3:15])[CH3:17])=[O:12])[CH:6]=1. (5) Given the reactants [Br:1][C:2]1[CH:10]=[CH:9][CH:8]=[C:7]2[C:3]=1[CH2:4][N:5]([CH3:12])[C:6]2=[O:11].[N+:13]([O-])([OH:15])=[O:14], predict the reaction product. The product is: [Br:1][C:2]1[CH:10]=[CH:9][C:8]([N+:13]([O-:15])=[O:14])=[C:7]2[C:3]=1[CH2:4][N:5]([CH3:12])[C:6]2=[O:11]. (6) Given the reactants Cl[S:2]([N:5]=C=O)(=[O:4])=[O:3].C(O)=O.N1C=CC=CC=1.[CH3:17][CH:18]([CH3:22])[CH2:19][CH2:20][OH:21], predict the reaction product. The product is: [CH3:17][CH:18]([CH3:22])[CH2:19][CH2:20][O:21][S:2](=[O:3])(=[O:4])[NH2:5]. (7) Given the reactants CC1C=CC(S(O[CH2:12][CH2:13][N:14]2[CH2:20][CH2:19][C:18]3[S:21][C:22]([NH:24][C:25]4[N:30]=[CH:29][C:28]([F:31])=[CH:27][N:26]=4)=[N:23][C:17]=3[C:16]3=[CH:32][N:33]([CH2:35][C:36]4[CH:41]=[CH:40][C:39]([O:42][CH3:43])=[CH:38][CH:37]=4)[N:34]=[C:15]23)(=O)=O)=CC=1.[CH3:44][S:45]([O-:47])=[O:46].[Na+], predict the reaction product. The product is: [F:31][C:28]1[CH:27]=[N:26][C:25]([NH:24][C:22]2[S:21][C:18]3[CH2:19][CH2:20][N:14]([CH2:13][CH2:12][S:45]([CH3:44])(=[O:47])=[O:46])[C:15]4=[N:34][N:33]([CH2:35][C:36]5[CH:41]=[CH:40][C:39]([O:42][CH3:43])=[CH:38][CH:37]=5)[CH:32]=[C:16]4[C:17]=3[N:23]=2)=[N:30][CH:29]=1. (8) Given the reactants [NH:1]1[C:9]2[C:4](=[CH:5][CH:6]=[CH:7][CH:8]=2)[C:3]([C:10]([OH:12])=O)=[N:2]1.C1C=CC2N(O)N=NC=2C=1.CN1CCOCC1.[S:30]([C:34]1[CH:40]=[CH:39][C:37]([NH2:38])=[CH:36][CH:35]=1)(=[O:33])(=[O:32])[NH2:31], predict the reaction product. The product is: [S:30]([C:34]1[CH:35]=[CH:36][C:37]([NH:38][C:10]([C:3]2[C:4]3[C:9](=[CH:8][CH:7]=[CH:6][CH:5]=3)[NH:1][N:2]=2)=[O:12])=[CH:39][CH:40]=1)(=[O:32])(=[O:33])[NH2:31].